This data is from Peptide-MHC class II binding affinity with 134,281 pairs from IEDB. The task is: Regression. Given a peptide amino acid sequence and an MHC pseudo amino acid sequence, predict their binding affinity value. This is MHC class II binding data. The MHC is DRB3_0202 with pseudo-sequence DRB3_0202. The peptide sequence is ITMLTNGQCQNITVV. The binding affinity (normalized) is 0.327.